Dataset: Catalyst prediction with 721,799 reactions and 888 catalyst types from USPTO. Task: Predict which catalyst facilitates the given reaction. (1) Reactant: [C:1]([C:3]1[N:8]=[CH:7][C:6]([C:9]2[O:13][N:12]=[C:11]([C:14]3[CH:22]=[CH:21][C:20]4[N:19]5[CH2:23][CH2:24][CH:25]([CH2:26][C:27]([O:29]C(C)(C)C)=[O:28])[C:18]5=[CH:17][C:16]=4[CH:15]=3)[N:10]=2)=[CH:5][CH:4]=1)#[N:2].C1(SC)C=CC=CC=1.C(O)(C(F)(F)F)=O. Product: [C:1]([C:3]1[N:8]=[CH:7][C:6]([C:9]2[O:13][N:12]=[C:11]([C:14]3[CH:22]=[CH:21][C:20]4[N:19]5[CH2:23][CH2:24][CH:25]([CH2:26][C:27]([OH:29])=[O:28])[C:18]5=[CH:17][C:16]=4[CH:15]=3)[N:10]=2)=[CH:5][CH:4]=1)#[N:2]. The catalyst class is: 2. (2) Product: [ClH:44].[CH3:1][O:2][C:3](=[O:43])[CH2:4][NH:5][C:6]([C:8]1[N:9]=[C:10]([C:39]([F:41])([F:40])[F:42])[N:11]2[CH2:16][CH2:15][N:14]([C:17](=[O:38])[CH2:18][C@H:19]([NH2:30])[CH2:20][C:21]3[CH:26]=[C:25]([F:27])[C:24]([F:28])=[CH:23][C:22]=3[F:29])[CH2:13][C:12]=12)=[O:7]. The catalyst class is: 13. Reactant: [CH3:1][O:2][C:3](=[O:43])[CH2:4][NH:5][C:6]([C:8]1[N:9]=[C:10]([C:39]([F:42])([F:41])[F:40])[N:11]2[CH2:16][CH2:15][N:14]([C:17](=[O:38])[CH2:18][C@H:19]([NH:30]C(OC(C)(C)C)=O)[CH2:20][C:21]3[CH:26]=[C:25]([F:27])[C:24]([F:28])=[CH:23][C:22]=3[F:29])[CH2:13][C:12]=12)=[O:7].[ClH:44]. (3) Reactant: Cl.FC1C=C(C=CC=1)CN1C=C(C2C3C(=NC=C(C4C=CC(C5CCNCC5)=CC=4)C=3)N(S(C3C=CC(C)=CC=3)(=O)=O)C=2)C=N1.[F:46][C:47]1[CH:48]=[C:49]([CH:90]=[CH:91][CH:92]=1)[CH2:50][N:51]1[CH:55]=[C:54]([C:56]2[C:64]3[C:59](=[N:60][CH:61]=[C:62]([C:65]4[CH:66]=[CH:67][C:68]([N:71]5[CH2:76][CH2:75][N:74]([CH2:77][CH2:78][OH:79])[CH2:73][CH2:72]5)=[N:69][CH:70]=4)[CH:63]=3)[N:58](S(C3C=CC(C)=CC=3)(=O)=O)[CH:57]=2)[CH:53]=[N:52]1.[OH-].[Li+]. Product: [F:46][C:47]1[CH:48]=[C:49]([CH:90]=[CH:91][CH:92]=1)[CH2:50][N:51]1[CH:55]=[C:54]([C:56]2[C:64]3[C:59](=[N:60][CH:61]=[C:62]([C:65]4[CH:66]=[CH:67][C:68]([N:71]5[CH2:72][CH2:73][N:74]([CH2:77][CH2:78][OH:79])[CH2:75][CH2:76]5)=[N:69][CH:70]=4)[CH:63]=3)[NH:58][CH:57]=2)[CH:53]=[N:52]1. The catalyst class is: 87. (4) Reactant: [NH2:1][C:2]1[CH:11]=[CH:10][CH:9]=[C:8]2[C:3]=1[CH2:4][CH2:5][NH:6][CH2:7]2.[OH-].[Na+].[C:14]([O:18][C:19](O[C:19]([O:18][C:14]([CH3:17])([CH3:16])[CH3:15])=[O:20])=[O:20])([CH3:17])([CH3:16])[CH3:15].O. Product: [NH2:1][C:2]1[CH:11]=[CH:10][CH:9]=[C:8]2[C:3]=1[CH2:4][CH2:5][N:6]([C:19]([O:18][C:14]([CH3:17])([CH3:16])[CH3:15])=[O:20])[CH2:7]2. The catalyst class is: 12. (5) Reactant: [CH3:1][O:2][C:3]1[CH:4]=[CH:5][C:6]2[C:12](=[O:13])[CH2:11][CH2:10][CH2:9][CH2:8][C:7]=2[CH:14]=1.Br[C:16]1[CH:21]=[CH:20][CH:19]=[C:18]([S:22]([CH3:25])(=[O:24])=[O:23])[CH:17]=1.CC(C)([O-])C.[Na+].O. Product: [S:22]([C:18]1[CH:17]=[C:16]([CH:11]2[CH2:10][CH2:9][CH2:8][C:7]3[CH:14]=[C:3]([O:2][CH3:1])[CH:4]=[CH:5][C:6]=3[C:12]2=[O:13])[CH:21]=[CH:20][CH:19]=1)([CH3:25])(=[O:24])=[O:23]. The catalyst class is: 1. (6) Reactant: C[O-].[Na+].S(O)(O)(=O)=O.[NH2:9][C:10]1[NH:11][CH:12]=[CH:13][N:14]=1.[NH2:9][C:10]1[NH:11][CH:12]=[CH:13][N:14]=1.C(O[CH:24](OCC)[CH2:25][C:26](=O)[C:27]([O:30]C(=O)C)([CH3:29])[CH3:28])C. Product: [N:11]1[CH:12]=[CH:13][N:14]2[CH:24]=[CH:25][C:26]([C:27]([OH:30])([CH3:29])[CH3:28])=[N:9][C:10]=12. The catalyst class is: 8.